This data is from Full USPTO retrosynthesis dataset with 1.9M reactions from patents (1976-2016). The task is: Predict the reactants needed to synthesize the given product. (1) Given the product [F:1][CH:2]([F:27])[CH2:3][N:4]1[C:8]([N:9]2[CH2:15][CH:14]([F:38])[CH2:13][N:12]([C:17]([O:19][C:20]([CH3:23])([CH3:22])[CH3:21])=[O:18])[CH2:11][CH2:10]2)=[C:7]([N+:24]([O-:26])=[O:25])[CH:6]=[N:5]1, predict the reactants needed to synthesize it. The reactants are: [F:1][CH:2]([F:27])[CH2:3][N:4]1[C:8]([N:9]2[CH2:15][CH:14](O)[CH2:13][N:12]([C:17]([O:19][C:20]([CH3:23])([CH3:22])[CH3:21])=[O:18])[CH2:11][CH2:10]2)=[C:7]([N+:24]([O-:26])=[O:25])[CH:6]=[N:5]1.COCCN(S(F)(F)[F:38])CCOC.C([O-])(O)=O.[Na+]. (2) Given the product [OH:7][CH2:8][C:9]1[N:10]=[CH:11][C:12]2[N:13]([C:15]([C:19]3[C:20](=[O:34])[NH:21][C:22](=[O:33])[C:23]=3[C:24]3[C:32]4[C:27](=[CH:28][CH:29]=[CH:30][CH:31]=4)[NH:26][CH:25]=3)=[C:16]([CH3:18])[N:17]=2)[CH:14]=1, predict the reactants needed to synthesize it. The reactants are: Cl.C([SiH2][O:7][C:8](C1C=CC=CC=1)(C1C=CC=CC=1)[C:9]1[N:10]=[CH:11][C:12]2[N:13]([C:15]([C:19]3[C:20](=[O:34])[NH:21][C:22](=[O:33])[C:23]=3[C:24]3[C:32]4[C:27](=[CH:28][CH:29]=[CH:30][CH:31]=4)[NH:26][CH:25]=3)=[C:16]([CH3:18])[N:17]=2)[CH:14]=1)(C)(C)C. (3) Given the product [CH2:23]([C:18]([NH:17][C:14]([C:12]1[CH:11]=[CH:10][CH:9]=[C:8]([C:5]2[CH:4]=[CH:3][C:2]([Cl:1])=[CH:7][CH:6]=2)[N:13]=1)=[O:16])([C:19](=[O:20])[NH:21][CH3:22])[CH2:25][CH3:26])[CH3:24], predict the reactants needed to synthesize it. The reactants are: [Cl:1][C:2]1[CH:7]=[CH:6][C:5]([C:8]2[N:13]=[C:12]([C:14]([OH:16])=O)[CH:11]=[CH:10][CH:9]=2)=[CH:4][CH:3]=1.[NH2:17][C:18]([CH2:25][CH3:26])([CH2:23][CH3:24])[C:19]([NH:21][CH3:22])=[O:20]. (4) The reactants are: [Si:1]([O:18][CH2:19][C:20]1[C:21](=[O:36])[N:22]([C:26]2[CH:31]=[CH:30][C:29]([N+:32]([O-])=O)=[CH:28][C:27]=2[CH3:35])[CH:23]=[CH:24][CH:25]=1)([C:14]([CH3:17])([CH3:16])[CH3:15])([C:8]1[CH:13]=[CH:12][CH:11]=[CH:10][CH:9]=1)[C:2]1[CH:7]=[CH:6][CH:5]=[CH:4][CH:3]=1.[H][H]. Given the product [NH2:32][C:29]1[CH:30]=[CH:31][C:26]([N:22]2[CH:23]=[CH:24][CH:25]=[C:20]([CH2:19][O:18][Si:1]([C:14]([CH3:15])([CH3:16])[CH3:17])([C:8]3[CH:9]=[CH:10][CH:11]=[CH:12][CH:13]=3)[C:2]3[CH:7]=[CH:6][CH:5]=[CH:4][CH:3]=3)[C:21]2=[O:36])=[C:27]([CH3:35])[CH:28]=1, predict the reactants needed to synthesize it. (5) Given the product [CH2:28]([O:27][C:25](=[O:26])[NH:1][C:2]1[C:3]([C:7]2[NH:23][C:10]3=[CH:11][C:12]4[C:13]([CH3:22])([CH3:21])[C:14](=[O:20])[N:15]([CH2:18][CH3:19])[C:16]=4[CH:17]=[C:9]3[N:8]=2)=[N:4][NH:5][CH:6]=1)[C:29]1[CH:34]=[CH:33][CH:32]=[CH:31][CH:30]=1, predict the reactants needed to synthesize it. The reactants are: [NH2:1][C:2]1[C:3]([C:7]2[NH:23][C:10]3=[CH:11][C:12]4[C:13]([CH3:22])([CH3:21])[C:14](=[O:20])[N:15]([CH2:18][CH3:19])[C:16]=4[CH:17]=[C:9]3[N:8]=2)=[N:4][NH:5][CH:6]=1.Cl[C:25]([O:27][CH2:28][C:29]1[CH:34]=[CH:33][CH:32]=[CH:31][CH:30]=1)=[O:26]. (6) Given the product [CH2:31]([O:33][C:34](=[O:35])[O:17][CH2:16][C@:12]12[O:15][C@:8]([C:5]3[CH:6]=[CH:7][C:2]([Cl:1])=[C:3]([CH2:21][C:22]4[CH:23]=[CH:24][C:25]([O:28][CH2:29][CH3:30])=[CH:26][CH:27]=4)[CH:4]=3)([O:14][CH2:13]1)[C@H:9]([OH:20])[C@@H:10]([OH:19])[C@@H:11]2[OH:18])[CH3:32], predict the reactants needed to synthesize it. The reactants are: [Cl:1][C:2]1[CH:7]=[CH:6][C:5]([C@@:8]23[O:15][C@@:12]([CH2:16][OH:17])([CH2:13][O:14]2)[C@@H:11]([OH:18])[C@H:10]([OH:19])[C@H:9]3[OH:20])=[CH:4][C:3]=1[CH2:21][C:22]1[CH:27]=[CH:26][C:25]([O:28][CH2:29][CH3:30])=[CH:24][CH:23]=1.[CH2:31]([O:33][C:34](Cl)=[O:35])[CH3:32].